Dataset: Experimentally validated miRNA-target interactions with 360,000+ pairs, plus equal number of negative samples. Task: Binary Classification. Given a miRNA mature sequence and a target amino acid sequence, predict their likelihood of interaction. The miRNA is hsa-miR-337-3p with sequence CUCCUAUAUGAUGCCUUUCUUC. The protein sequence of the target gene is MAPQKHGGGGGGGSGPSAGSGGGGFGGSAAAVAAAASGGKSGGGGCGGGGSYSASSSSAAAAAAAAGAAVLPVKKPKMEHVQADHELFLQAFEKPTQIYRFLRTRNLIAPIFLHRTLTYMSHRNSRTSIKRKTFKVDDMLSKVEKMKGEQESHSLSAHLQLTFTGFFHKNDKPSQNSENEQNSVTLEVLLVKVCHKKRKDVSCPIRQVPTGKKQVPLNPDLNQTKPGNFPSLAVSSNEFEPSNSHMVKSYSLLFRVTRPGRREFNGMINGETNENIDVSEELPARRKRNREDGEKTFVAQ.... Result: 0 (no interaction).